This data is from Reaction yield outcomes from USPTO patents with 853,638 reactions. The task is: Predict the reaction yield, written as a fraction of the theoretical maximum amount of product (1.0 means a 100% yield; for example, 0.34 means a 34% yield). The product is [CH3:80][O:81][C:82](=[O:83])[NH:47][C@@H:52]([CH:69]([CH3:70])[CH3:74])[C:51]([N:25]1[CH2:26][CH2:27][CH2:28][C@H:24]1[C:22]1[NH:23][C:19]2[CH:18]=[C:17]([F:30])[C:16]([C@H:15]3[CH2:14][CH2:13][C@H:12]([C:31]4[C:32]([F:45])=[CH:33][C:34]5[N:38]=[C:37]([C@@H:39]6[CH2:43][CH2:42][CH2:41][N:40]6[C:59](=[O:60])[C@@H:58]([NH:57][C:55]([O:54][CH3:53])=[O:56])[CH:62]([CH3:64])[CH3:63])[NH:36][C:35]=5[CH:44]=4)[N:11]3[C:8]3[CH:7]=[CH:6][C:5]([C:1]([CH3:4])([CH3:2])[CH3:3])=[CH:10][CH:9]=3)=[CH:29][C:20]=2[N:21]=1)=[O:50]. The yield is 0.180. The catalyst is CN(C=O)C. The reactants are [C:1]([C:5]1[CH:10]=[CH:9][C:8]([N:11]2[C@@H:15]([C:16]3[C:17]([F:30])=[CH:18][C:19]4[N:23]=[C:22]([C@@H:24]5[CH2:28][CH2:27][CH2:26][NH:25]5)[NH:21][C:20]=4[CH:29]=3)[CH2:14][CH2:13][C@@H:12]2[C:31]2[C:32]([F:45])=[CH:33][C:34]3[N:38]=[C:37]([C@@H:39]4[CH2:43][CH2:42][CH2:41][NH:40]4)[NH:36][C:35]=3[CH:44]=2)=[CH:7][CH:6]=1)([CH3:4])([CH3:3])[CH3:2].C[N:47]1[CH2:52][CH2:51][O:50]CC1.[CH3:53][O:54][C:55]([NH:57][C@@H:58]([CH:62]([CH3:64])[CH3:63])[C:59](O)=[O:60])=[O:56].C(Cl)CCl.[CH:69]1[CH:70]=CC2N(O)N=NC=2[CH:74]=1.C[CH2:80][O:81][C:82](C)=[O:83].